From a dataset of Forward reaction prediction with 1.9M reactions from USPTO patents (1976-2016). Predict the product of the given reaction. (1) Given the reactants [Cl:1][C:2]([Cl:48])([Cl:47])[C:3]([O:6][C:7]([N:9]1[C@H:14]2[C:15]([C:35]([O:37][CH2:38][CH3:39])=[O:36])=[C:16]([C:18]3[CH:23]=[CH:22][C:21]([O:24][CH2:25][CH2:26][O:27][Si](C(C)(C)C)(C)C)=[CH:20][CH:19]=3)[CH2:17][C@@H:10]1[CH2:11][N:12]([C:40]([O:42]C(C)(C)C)=O)[CH2:13]2)=[O:8])([CH3:5])[CH3:4].Cl.O1CCOC[CH2:51]1.CCN(C(C)C)C(C)C.C(Cl)(=O)C, predict the reaction product. The product is: [Cl:47][C:2]([Cl:48])([Cl:1])[C:3]([O:6][C:7]([N:9]1[C@H:14]2[C:15]([C:35]([O:37][CH2:38][CH3:39])=[O:36])=[C:16]([C:18]3[CH:19]=[CH:20][C:21]([O:24][CH2:25][CH2:26][OH:27])=[CH:22][CH:23]=3)[CH2:17][C@@H:10]1[CH2:11][N:12]([C:40](=[O:42])[CH3:51])[CH2:13]2)=[O:8])([CH3:4])[CH3:5]. (2) Given the reactants [N:1]1[CH:6]=[CH:5][CH:4]=[C:3]([NH:7][CH:8]=[C:9]([C:15]([O:17]CC)=O)[C:10]([O:12][CH2:13][CH3:14])=[O:11])[CH:2]=1, predict the reaction product. The product is: [O:17]=[C:15]1[C:2]2[C:3](=[CH:4][CH:5]=[CH:6][N:1]=2)[NH:7][CH:8]=[C:9]1[C:10]([O:12][CH2:13][CH3:14])=[O:11].